From a dataset of Forward reaction prediction with 1.9M reactions from USPTO patents (1976-2016). Predict the product of the given reaction. (1) The product is: [Cl:1][C:2]1[CH:9]=[C:8]([N:10]2[C:14]([CH3:15])=[C:13]([O:16][CH2:19][C:20]3[CH:27]=[CH:26][C:23]([C:24]#[N:25])=[CH:22][CH:21]=3)[C:12]([CH3:17])=[N:11]2)[CH:7]=[CH:6][C:3]=1[C:4]#[N:5]. Given the reactants [Cl:1][C:2]1[CH:9]=[C:8]([N:10]2[C:14]([CH3:15])=[C:13]([OH:16])[C:12]([CH3:17])=[N:11]2)[CH:7]=[CH:6][C:3]=1[C:4]#[N:5].Br[CH2:19][C:20]1[CH:27]=[CH:26][C:23]([C:24]#[N:25])=[CH:22][CH:21]=1.C(=O)([O-])[O-].[K+].[K+].[Cl-].[NH4+], predict the reaction product. (2) Given the reactants Cl[CH2:2][C:3](=[O:5])[CH3:4].[CH3:6][O:7][C:8](=[O:20])[C:9]1[CH:14]=[CH:13][C:12]([NH:15][CH:16]=[O:17])=[C:11]([O:18][CH3:19])[CH:10]=1.C(=O)([O-])[O-].[Cs+].[Cs+].[I-].[K+], predict the reaction product. The product is: [CH3:6][O:7][C:8](=[O:20])[C:9]1[CH:14]=[CH:13][C:12]([N:15]([CH:16]=[O:17])[CH2:2][C:3](=[O:5])[CH3:4])=[C:11]([O:18][CH3:19])[CH:10]=1.